Dataset: Forward reaction prediction with 1.9M reactions from USPTO patents (1976-2016). Task: Predict the product of the given reaction. Given the reactants Br[C:2]1[C:7](=[O:8])[N:6]2[C:9]([CH3:12])=[CH:10][S:11][C:5]2=[N:4][C:3]=1[C@@H:13]([NH:15][C:16](=[O:22])[O:17][C:18]([CH3:21])([CH3:20])[CH3:19])[CH3:14].[F:23][C:24]1[CH:25]=[C:26](B(O)O)[CH:27]=[CH:28][CH:29]=1.C(=O)([O-])[O-].[Na+].[Na+], predict the reaction product. The product is: [F:23][C:24]1[CH:29]=[C:28]([C:2]2[C:7](=[O:8])[N:6]3[C:9]([CH3:12])=[CH:10][S:11][C:5]3=[N:4][C:3]=2[C@@H:13]([NH:15][C:16](=[O:22])[O:17][C:18]([CH3:21])([CH3:20])[CH3:19])[CH3:14])[CH:27]=[CH:26][CH:25]=1.